From a dataset of Full USPTO retrosynthesis dataset with 1.9M reactions from patents (1976-2016). Predict the reactants needed to synthesize the given product. (1) Given the product [Cl:19][C:20]1[CH:21]=[C:22]([CH:25]=[C:26]([C:28]([F:29])([F:30])[F:31])[CH:27]=1)/[CH:23]=[C:8]1/[C:9](=[O:12])[C:10]2[C:6]([CH2:7]/1)=[CH:5][C:4]([N:13]1[CH2:14][CH2:15][O:16][CH2:17][CH2:18]1)=[C:3]([O:2][CH3:1])[CH:11]=2, predict the reactants needed to synthesize it. The reactants are: [CH3:1][O:2][C:3]1[CH:11]=[C:10]2[C:6]([CH2:7][CH2:8][C:9]2=[O:12])=[CH:5][C:4]=1[N:13]1[CH2:18][CH2:17][O:16][CH2:15][CH2:14]1.[Cl:19][C:20]1[CH:21]=[C:22]([CH:25]=[C:26]([C:28]([F:31])([F:30])[F:29])[CH:27]=1)[CH:23]=O.CC1C=CC(S(O)(=O)=O)=CC=1. (2) Given the product [C:2]([O:6][C:7](=[O:18])[C@H:8]([CH2:10][C:11]([O:13][C:14]([CH3:17])([CH3:16])[CH3:15])=[O:12])[NH:9][CH2:27][CH:26]=[CH2:25])([CH3:4])([CH3:5])[CH3:3], predict the reactants needed to synthesize it. The reactants are: Cl.[C:2]([O:6][C:7](=[O:18])[C@H:8]([CH2:10][C:11]([O:13][C:14]([CH3:17])([CH3:16])[CH3:15])=[O:12])[NH2:9])([CH3:5])([CH3:4])[CH3:3].C(=O)([O-])[O-].[K+].[K+].[CH2:25](Br)[CH:26]=[CH2:27]. (3) Given the product [N:12]([CH:9]1[CH2:10][CH2:11][N:5]([S:2]([CH3:1])(=[O:4])=[O:3])[CH2:6][CH:7]1[OH:8])=[N+:13]=[N-:14], predict the reactants needed to synthesize it. The reactants are: [CH3:1][S:2]([N:5]1[CH2:11][CH2:10][CH:9]2[CH:7]([O:8]2)[CH2:6]1)(=[O:4])=[O:3].[N-:12]=[N+:13]=[N-:14].[Na+].O. (4) Given the product [CH:1]1([CH2:7][CH2:8][CH2:9][C@@H:10]([C:19]2[O:23][N:22]=[C:21]([CH2:24][N:40]3[CH2:41][CH2:42][N:37]([CH3:36])[CH2:38][CH2:39]3)[N:20]=2)[CH2:11][C:12]([O:14][C:15]([CH3:16])([CH3:18])[CH3:17])=[O:13])[CH2:6][CH2:5][CH2:4][CH2:3][CH2:2]1, predict the reactants needed to synthesize it. The reactants are: [CH:1]1([CH2:7][CH2:8][CH2:9][C@@H:10]([C:19]2[O:23][N:22]=[C:21]([CH2:24]OS(C3C=CC(C)=CC=3)(=O)=O)[N:20]=2)[CH2:11][C:12]([O:14][C:15]([CH3:18])([CH3:17])[CH3:16])=[O:13])[CH2:6][CH2:5][CH2:4][CH2:3][CH2:2]1.[CH3:36][N:37]1[CH2:42][CH2:41][NH:40][CH2:39][CH2:38]1. (5) Given the product [C:1]1([C:26]2[CH:31]=[CH:30][CH:29]=[CH:28][CH:27]=2)[CH:2]=[CH:3][C:4]([C:7]2[N:12]=[C:11]3[CH:13]=[C:14]([O:43][C@H:41]4[C@H:40]5[O:44][CH2:45][C@@H:46]([OH:47])[C@H:39]5[O:38][CH2:42]4)[N:15]([CH2:16][O:17][CH2:18][CH2:19][Si:20]([CH3:21])([CH3:23])[CH3:22])[C:10]3=[CH:9][C:8]=2[Cl:25])=[CH:5][CH:6]=1, predict the reactants needed to synthesize it. The reactants are: [C:1]1([C:26]2[CH:31]=[CH:30][CH:29]=[CH:28][CH:27]=2)[CH:6]=[CH:5][C:4]([C:7]2[N:12]=[C:11]3[CH:13]=[C:14](Cl)[N:15]([CH2:16][O:17][CH2:18][CH2:19][Si:20]([CH3:23])([CH3:22])[CH3:21])[C:10]3=[CH:9][C:8]=2[Cl:25])=[CH:3][CH:2]=1.O1CCOCC1.[O:38]1[CH2:42][C@@H:41]([OH:43])[C@H:40]2[O:44][CH2:45][C@@H:46]([OH:47])[C@@H:39]12.C(=O)([O-])[O-].[Cs+].[Cs+]. (6) Given the product [F:30][C:24]1[CH:25]=[CH:26][CH:27]=[C:28]([F:29])[C:23]=1[NH:22][C:20](=[O:21])[C:19]1[CH:31]=[CH:32][CH:33]=[C:17]([C:9]2[N:10]=[C:11]3[CH:16]=[CH:15][CH:14]=[CH:13][N:12]3[C:8]=2[C:6]2[CH:5]=[CH:4][N:3]=[C:2]([NH:39][C:38]3[CH:40]=[CH:41][C:42]([N:44]4[CH2:49][CH2:48][N:47]([CH2:50][CH2:51][CH3:52])[CH2:46][CH2:45]4)=[CH:43][C:37]=3[O:36][CH2:34][CH3:35])[N:7]=2)[CH:18]=1, predict the reactants needed to synthesize it. The reactants are: Cl[C:2]1[N:7]=[C:6]([C:8]2[N:12]3[CH:13]=[CH:14][CH:15]=[CH:16][C:11]3=[N:10][C:9]=2[C:17]2[CH:18]=[C:19]([CH:31]=[CH:32][CH:33]=2)[C:20]([NH:22][C:23]2[C:28]([F:29])=[CH:27][CH:26]=[CH:25][C:24]=2[F:30])=[O:21])[CH:5]=[CH:4][N:3]=1.[CH2:34]([O:36][C:37]1[CH:43]=[C:42]([N:44]2[CH2:49][CH2:48][N:47]([CH2:50][CH2:51][CH3:52])[CH2:46][CH2:45]2)[CH:41]=[CH:40][C:38]=1[NH2:39])[CH3:35].C1(C)C=CC(S(O)(=O)=O)=CC=1.C[O-].[Na+]. (7) Given the product [CH2:1]([O:8][N:9]1[C:15](=[O:16])[N:14]2[CH2:17][C@H:10]1[CH2:11][CH2:12][C@H:13]2[C:18]([NH:21][O:22][C@H:23]1[CH2:27][CH2:26][N:25]([C:28]([O:30][C:31]([CH3:34])([CH3:33])[CH3:32])=[O:29])[CH2:24]1)=[O:20])[C:2]1[CH:3]=[CH:4][CH:5]=[CH:6][CH:7]=1, predict the reactants needed to synthesize it. The reactants are: [CH2:1]([O:8][N:9]1[C:15](=[O:16])[N:14]2[CH2:17][C@H:10]1[CH2:11][CH2:12][C@H:13]2[C:18]([OH:20])=O)[C:2]1[CH:7]=[CH:6][CH:5]=[CH:4][CH:3]=1.[NH2:21][O:22][C@H:23]1[CH2:27][CH2:26][N:25]([C:28]([O:30][C:31]([CH3:34])([CH3:33])[CH3:32])=[O:29])[CH2:24]1.